This data is from Blood-brain barrier permeability classification from the B3DB database. The task is: Regression/Classification. Given a drug SMILES string, predict its absorption, distribution, metabolism, or excretion properties. Task type varies by dataset: regression for continuous measurements (e.g., permeability, clearance, half-life) or binary classification for categorical outcomes (e.g., BBB penetration, CYP inhibition). Dataset: b3db_classification. (1) The drug is CC1(C)S[C@@H]2[C@H](NC(=O)[C@@H](NC(=O)Nc3cnc(Nc4ccc(S(N)(=O)=O)cc4)[nH]c3=O)c3ccc(O)cc3)C(=O)N2[C@H]1C(=O)O. The result is 0 (does not penetrate BBB). (2) The drug is CCCC1O[C@H]2CC3C4CCC5=CC(=O)C=C[C@]5(C)C4[C@@H](O)C[C@]3(C)[C@]2(C(=O)CO)O1. The result is 1 (penetrates BBB). (3) The compound is Oc1ccc2c(c1)OCO2. The result is 1 (penetrates BBB). (4) The drug is CCCCc1nc(C)c(CC(=S)N(C)C)c(=O)n1Cc1ccc(-c2ccccc2-c2nn[nH]n2)cc1. The result is 0 (does not penetrate BBB).